From a dataset of Forward reaction prediction with 1.9M reactions from USPTO patents (1976-2016). Predict the product of the given reaction. (1) Given the reactants [OH:1][C:2]1[CH:9]=[CH:8][C:5]([CH:6]=O)=[CH:4][CH:3]=1.N1CCCCC1.[C:16]([O:24][CH2:25][CH3:26])(=[O:23])[CH2:17][C:18]([O:20][CH2:21][CH3:22])=[O:19], predict the reaction product. The product is: [CH2:21]([O:20][C:18](=[O:19])[C:17](=[CH:6][C:5]1[CH:8]=[CH:9][C:2]([OH:1])=[CH:3][CH:4]=1)[C:16]([O:24][CH2:25][CH3:26])=[O:23])[CH3:22]. (2) Given the reactants [NH2:1][C:2]1[C:3]([CH3:8])=[CH:4][CH:5]=[CH:6][CH:7]=1.C[Al](C)C.[I:13][C:14]1[CH:15]=[C:16]([CH:19]=[CH:20][CH:21]=1)[C:17]#N.ClCCl.C[OH:26], predict the reaction product. The product is: [I:13][C:14]1[CH:15]=[C:16]([CH:19]=[CH:20][CH:21]=1)[C:17]([NH:1][C:2]1[CH:7]=[CH:6][CH:5]=[CH:4][C:3]=1[CH3:8])=[O:26]. (3) Given the reactants [Cl:1][C:2]1[CH:3]=[C:4]2[C:12](=[C:13]([NH2:17])[C:14]=1[O:15][CH3:16])[NH:11][C:10]1[CH:9]=[N:8][CH:7]=[CH:6][C:5]2=1.[CH3:18][N:19]([CH3:31])[CH2:20][CH2:21][N:22]1[C:26](=[O:27])[CH2:25][CH:24]([C:28](O)=[O:29])[CH2:23]1, predict the reaction product. The product is: [Cl:1][C:2]1[CH:3]=[C:4]2[C:12](=[C:13]([NH:17][C:28]([CH:24]3[CH2:25][C:26](=[O:27])[N:22]([CH2:21][CH2:20][N:19]([CH3:31])[CH3:18])[CH2:23]3)=[O:29])[C:14]=1[O:15][CH3:16])[NH:11][C:10]1[CH:9]=[N:8][CH:7]=[CH:6][C:5]2=1.